Predict the product of the given reaction. From a dataset of Forward reaction prediction with 1.9M reactions from USPTO patents (1976-2016). (1) The product is: [C:1]1([S:7]([N:10]2[C:14]3=[N:15][CH:16]=[C:17]([N+:20]([O-:22])=[O:21])[C:18]([NH:23][C@@H:24]4[CH2:29][CH2:28][CH2:27][C@H:26]([C:30]#[N:31])[CH2:25]4)=[C:13]3[CH:12]=[CH:11]2)(=[O:9])=[O:8])[CH:6]=[CH:5][CH:4]=[CH:3][CH:2]=1. Given the reactants [C:1]1([S:7]([N:10]2[C:14]3=[N:15][CH:16]=[C:17]([N+:20]([O-:22])=[O:21])[C:18](Cl)=[C:13]3[CH:12]=[CH:11]2)(=[O:9])=[O:8])[CH:6]=[CH:5][CH:4]=[CH:3][CH:2]=1.[NH2:23][CH:24]1[CH2:29][CH2:28][CH2:27][CH:26]([C:30]#[N:31])[CH2:25]1.C(N(C(C)C)CC)(C)C, predict the reaction product. (2) Given the reactants [CH3:1][N:2]1[C:6]([C:7]2[S:11][C:10]([NH:12]C(OC(C)(C)C)=O)=[CH:9][CH:8]=2)=[CH:5][C:4]([C:20]([F:23])([F:22])[F:21])=[N:3]1.FC(F)(F)C(O)=O.[Cl:31]CCl, predict the reaction product. The product is: [ClH:31].[NH2:12][C:10]1[S:11][C:7]([C:6]2[N:2]([CH3:1])[N:3]=[C:4]([C:20]([F:23])([F:22])[F:21])[CH:5]=2)=[CH:8][CH:9]=1. (3) Given the reactants [CH:1]1([C:20]([O:22][CH2:23][CH2:24][CH2:25][CH2:26][CH2:27][CH2:28][CH2:29][CH:30]([CH3:32])C)=[O:21])[CH2:6][CH2:5][CH2:4][CH2:3][CH:2]1[C:7]([O:9][CH2:10][CH2:11][CH2:12][CH2:13][CH2:14][CH2:15][CH2:16][CH:17]([CH3:19])C)=[O:8].[C:33](OCCCCCCCC(C)C)(=O)[C:34]1C(=CC=CC=1)C(OCCCCCCCC(C)C)=O.[C:65](OCC(CCC)CCCCC)(=O)[C:66]1C(=CC=CC=1)C(OCC(CCC)CCCCC)=O, predict the reaction product. The product is: [CH3:33][CH2:34][CH2:32][CH2:30][CH2:29][CH2:28][CH2:27][CH2:26][CH2:25][CH2:24][CH2:23][O:22][C:20]([C:1]1[C:2]([C:7]([O:9][CH2:10][CH2:11][CH2:12][CH2:13][CH2:14][CH2:15][CH2:16][CH2:17][CH2:19][CH2:65][CH3:66])=[O:8])=[CH:3][CH:4]=[CH:5][CH:6]=1)=[O:21]. (4) The product is: [Cl:8][C:9]1[CH:14]=[CH:13][C:12](/[CH:15]=[CH:16]/[CH:17]2[CH2:22][CH2:21][N:20]([C:23](=[O:31])[CH2:24][N:25]3[CH2:26][CH2:27][N:28]([C:33]([C:34]4[CH:35]=[N:36][CH:37]=[CH:38][CH:39]=4)=[O:40])[CH2:29][CH2:30]3)[CH2:19][CH2:18]2)=[CH:11][CH:10]=1. Given the reactants CN(C)C=O.Cl.Cl.[Cl:8][C:9]1[CH:14]=[CH:13][C:12](/[CH:15]=[CH:16]/[CH:17]2[CH2:22][CH2:21][N:20]([C:23](=[O:31])[CH2:24][N:25]3[CH2:30][CH2:29][NH:28][CH2:27][CH2:26]3)[CH2:19][CH2:18]2)=[CH:11][CH:10]=1.Cl.[C:33](Cl)(=[O:40])[C:34]1[CH:39]=[CH:38][CH:37]=[N:36][CH:35]=1.C(=O)([O-])[O-].[K+].[K+], predict the reaction product.